From a dataset of Forward reaction prediction with 1.9M reactions from USPTO patents (1976-2016). Predict the product of the given reaction. (1) Given the reactants ClC1C=C(OCCCCC)C=CC=1C[N:5]1C2C=C(C(OC(C(OCC)=O)C(=O)C)=O)C=C(C)C=2N=C1C.[Cl:38][C:39]1[CH:67]=[C:66]([O:68][CH2:69][CH2:70][CH2:71][CH2:72][CH3:73])[CH:65]=[CH:64][C:40]=1[CH2:41][N:42]1[C:46]2[CH:47]=[C:48]([C:52]3[O:53][C:54]([C:58]([O:60][CH2:61][CH3:62])=[O:59])=[C:55]([CH3:57])[N:56]=3)[CH:49]=[C:50]([CH3:51])[C:45]=2[N:44]=[C:43]1[CH3:63], predict the reaction product. The product is: [Cl:38][C:39]1[CH:67]=[C:66]([O:68][CH2:69][CH2:70][CH2:71][CH2:72][CH3:73])[CH:65]=[CH:64][C:40]=1[CH2:41][N:42]1[C:46]2[CH:47]=[C:48]([C:52]3[O:53][C:54]([C:58]([O:60][CH2:61][CH3:62])=[O:59])=[C:55]([CH3:57])[N:56]=3)[CH:49]=[C:50]([CH3:51])[C:45]=2[N:44]=[C:43]1[CH3:63].[Cl:38][C:39]1[CH:67]=[C:66]([O:68][CH2:69][CH2:70][CH2:71][CH2:72][CH3:73])[CH:65]=[CH:64][C:40]=1[CH2:41][N:42]1[C:46]2[CH:47]=[C:48]([C:52]3[NH:5][C:54]([C:58]([O:60][CH2:61][CH3:62])=[O:59])=[C:55]([CH3:57])[N:56]=3)[CH:49]=[C:50]([CH3:51])[C:45]=2[N:44]=[C:43]1[CH3:63]. (2) Given the reactants C(OC([N:8]1[CH2:12][CH2:11][CH2:10][CH:9]1[CH2:13][NH:14][C:15]1[N:20]=[C:19]([O:21][CH3:22])[C:18]([NH:23][C:24]([C:26]2[N:27]=[C:28]([O:31][C:32]3[CH:33]=[C:34]4[C:38](=[CH:39][C:40]=3[CH3:41])[CH2:37][CH2:36][C:35]4([CH3:43])[CH3:42])[S:29][CH:30]=2)=[O:25])=[C:17]([O:44][CH3:45])[N:16]=1)=O)(C)(C)C.C(=O)([O-])O.[Na+], predict the reaction product. The product is: [CH3:45][O:44][C:17]1[C:18]([NH:23][C:24]([C:26]2[N:27]=[C:28]([O:31][C:32]3[CH:33]=[C:34]4[C:38](=[CH:39][C:40]=3[CH3:41])[CH2:37][CH2:36][C:35]4([CH3:43])[CH3:42])[S:29][CH:30]=2)=[O:25])=[C:19]([O:21][CH3:22])[N:20]=[C:15]([NH:14][CH2:13][CH:9]2[CH2:10][CH2:11][CH2:12][NH:8]2)[N:16]=1. (3) Given the reactants [H-].[Na+].[OH:3][C:4]1[CH:5]=[C:6]([CH:9]=[CH:10][CH:11]=1)[CH:7]=[O:8].[CH3:12][S:13][CH2:14][CH2:15]Cl, predict the reaction product. The product is: [CH3:12][S:13][CH2:14][CH2:15][O:3][C:4]1[CH:5]=[C:6]([CH:9]=[CH:10][CH:11]=1)[CH:7]=[O:8]. (4) Given the reactants [NH2:1][C:2]1[CH:3]=[CH:4][C:5]([CH3:21])=[C:6]([C:8]2[CH:13]=[CH:12][C:11]([C:14]([NH:16][CH2:17][CH:18]3[CH2:20][CH2:19]3)=[O:15])=[CH:10][CH:9]=2)[CH:7]=1.[C:22](O)(=[O:25])[CH2:23][CH3:24], predict the reaction product. The product is: [CH:18]1([CH2:17][NH:16][C:14]([C:11]2[CH:12]=[CH:13][C:8]([C:6]3[C:5]([CH3:21])=[CH:4][CH:3]=[C:2]([NH:1][C:22](=[O:25])[CH2:23][CH3:24])[CH:7]=3)=[CH:9][CH:10]=2)=[O:15])[CH2:20][CH2:19]1. (5) Given the reactants C(OC([C:6]1[C:7]([C:18]([F:21])([F:20])[F:19])=[N:8][N:9]2[C:14]([O:15][CH3:16])=[CH:13][CH:12]=[C:11]([Br:17])[C:10]=12)=O)C.[OH-].[K+].Cl.S(=O)(=O)(O)O.[OH-].[Na+], predict the reaction product. The product is: [Br:17][C:11]1[C:10]2[N:9]([N:8]=[C:7]([C:18]([F:21])([F:19])[F:20])[CH:6]=2)[C:14]([O:15][CH3:16])=[CH:13][CH:12]=1. (6) Given the reactants [C:1]([C:3]1[CH:8]=[CH:7][C:6]([CH:9]2OCC[O:10]2)=[CH:5][N:4]=1)#[N:2].Cl, predict the reaction product. The product is: [C:1]([C:3]1[N:4]=[CH:5][C:6]([CH:9]=[O:10])=[CH:7][CH:8]=1)#[N:2].